Dataset: Catalyst prediction with 721,799 reactions and 888 catalyst types from USPTO. Task: Predict which catalyst facilitates the given reaction. (1) Reactant: Cl.[NH2:2][C:3]1[CH:8]=[CH:7][C:6]([CH2:9][C:10]([O:12]CC)=[O:11])=[CH:5][C:4]=1[C:15]1[CH:20]=[CH:19][C:18]([C:21]([F:24])([F:23])[F:22])=[CH:17][CH:16]=1.C(=O)([O-])[O-].[K+].[K+].Br[CH2:32][CH:33]=[C:34]([CH3:36])[CH3:35].[OH-].[K+].Cl. Product: [CH3:35][C:34]([CH3:36])=[CH:33][CH2:32][N:2]([CH2:8][CH:3]=[C:4]([CH3:15])[CH3:5])[C:3]1[CH:8]=[CH:7][C:6]([CH2:9][C:10]([OH:12])=[O:11])=[CH:5][C:4]=1[C:15]1[CH:20]=[CH:19][C:18]([C:21]([F:24])([F:23])[F:22])=[CH:17][CH:16]=1. The catalyst class is: 880. (2) Reactant: CCN=C=NCCCN(C)C.CCN(CC)CC.[C:19]12([C:29](=[O:41])[CH2:30][O:31][C:32]3[CH:40]=[CH:39][C:35]([C:36]([OH:38])=O)=[CH:34][CH:33]=3)[CH2:28][CH:23]3[CH2:24][CH:25]([CH2:27][CH:21]([CH2:22]3)[CH2:20]1)[CH2:26]2.[CH2:42]([NH2:48])[C:43]1[O:47][CH:46]=[CH:45][CH:44]=1. Product: [C:19]12([C:29](=[O:41])[CH2:30][O:31][C:32]3[CH:40]=[CH:39][C:35]([C:36]([NH:48][CH2:42][C:43]4[O:47][CH:46]=[CH:45][CH:44]=4)=[O:38])=[CH:34][CH:33]=3)[CH2:26][CH:25]3[CH2:24][CH:23]([CH2:22][CH:21]([CH2:27]3)[CH2:20]1)[CH2:28]2. The catalyst class is: 79. (3) Reactant: [OH:1][CH2:2][C@@H:3]([NH:13]C(=O)OC(C)(C)C)[CH2:4][C:5]1[CH:10]=[CH:9][N:8]=[C:7]([O:11][CH3:12])[CH:6]=1.CO.Cl. Product: [NH2:13][C@@H:3]([CH2:4][C:5]1[CH:10]=[CH:9][N:8]=[C:7]([O:11][CH3:12])[CH:6]=1)[CH2:2][OH:1]. The catalyst class is: 12. (4) The catalyst class is: 1. Product: [F:15][C:14]1[CH:13]=[CH:12][CH:11]=[C:10]([F:16])[C:9]=1[C:6]1[CH:7]=[CH:8][N:4]([C:3](=[C:26]([C:23]2[C:22]([Cl:33])=[N:21][N:20]([CH3:19])[C:24]=2[Cl:25])[OH:27])[C:1]#[N:2])[N:5]=1. Reactant: [C:1]([CH2:3][N:4]1[CH:8]=[CH:7][C:6]([C:9]2[C:14]([F:15])=[CH:13][CH:12]=[CH:11][C:10]=2[F:16])=[N:5]1)#[N:2].[H-].[Na+].[CH3:19][N:20]1[C:24]([Cl:25])=[C:23]([C:26](N2C=CC=N2)=[O:27])[C:22]([Cl:33])=[N:21]1.O. (5) Reactant: [CH3:1][N:2]([CH3:4])[CH3:3].[Cl:5][C:6]1[CH:42]=[CH:41][C:9]2[N:10]([C:22](=[O:40])[C:23]3[CH:28]=[CH:27][C:26]([NH:29][C:30](=[O:38])[C:31]4[CH:36]=[CH:35][CH:34]=[CH:33][C:32]=4[CH3:37])=[CH:25][C:24]=3[CH3:39])[CH2:11][CH2:12][CH2:13][CH:14]([O:15][C:16](=[O:21])[NH:17][CH2:18][CH2:19]Cl)[C:8]=2[CH:7]=1. Product: [Cl-:5].[Cl:5][C:6]1[CH:42]=[CH:41][C:9]2[N:10]([C:22](=[O:40])[C:23]3[CH:28]=[CH:27][C:26]([NH:29][C:30](=[O:38])[C:31]4[CH:36]=[CH:35][CH:34]=[CH:33][C:32]=4[CH3:37])=[CH:25][C:24]=3[CH3:39])[CH2:11][CH2:12][CH2:13][CH:14]([O:15][C:16]([NH:17][CH2:18][CH2:19][N+:2]([CH3:4])([CH3:3])[CH3:1])=[O:21])[C:8]=2[CH:7]=1. The catalyst class is: 8.